This data is from Forward reaction prediction with 1.9M reactions from USPTO patents (1976-2016). The task is: Predict the product of the given reaction. (1) Given the reactants [CH3:1][O:2][CH2:3][CH2:4][CH2:5][C:6]1([C:12](OC)=[O:13])[CH2:11][CH2:10][CH2:9][CH2:8][CH2:7]1.[H-].[H-].[H-].[H-].[Li+].[Al+3].[OH-].[Na+], predict the reaction product. The product is: [CH3:1][O:2][CH2:3][CH2:4][CH2:5][C:6]1([CH2:12][OH:13])[CH2:11][CH2:10][CH2:9][CH2:8][CH2:7]1. (2) Given the reactants [C:1]([NH:5][C:6]([C:8]1[C:16]2[C:11](=[N:12][CH:13]=[C:14]([C:17]3[C:25]4[C:20](=[CH:21][C:22]([Cl:26])=[CH:23][CH:24]=4)[N:19]([CH3:27])[N:18]=3)[N:15]=2)[N:10](COCC[Si](C)(C)C)[CH:9]=1)=[O:7])([CH3:4])([CH3:3])[CH3:2].FC(F)(F)C(O)=O.C(N)CN, predict the reaction product. The product is: [C:1]([NH:5][C:6]([C:8]1[C:16]2[C:11](=[N:12][CH:13]=[C:14]([C:17]3[C:25]4[C:20](=[CH:21][C:22]([Cl:26])=[CH:23][CH:24]=4)[N:19]([CH3:27])[N:18]=3)[N:15]=2)[NH:10][CH:9]=1)=[O:7])([CH3:4])([CH3:3])[CH3:2].